Dataset: Reaction yield outcomes from USPTO patents with 853,638 reactions. Task: Predict the reaction yield, written as a fraction of the theoretical maximum amount of product (1.0 means a 100% yield; for example, 0.34 means a 34% yield). (1) The reactants are [NH2:1][C:2]1[CH:7]=[CH:6][C:5]([C:8]([CH3:11])([CH3:10])[CH3:9])=[CH:4][C:3]=1[C:12]1[CH:17]=[CH:16][CH:15]=[C:14]([C:18]([CH3:21])([CH3:20])[CH3:19])[CH:13]=1.[CH:22](O)=[O:23]. The catalyst is O. The product is [CH:22]([NH:1][C:2]1[CH:7]=[CH:6][C:5]([C:8]([CH3:9])([CH3:10])[CH3:11])=[CH:4][C:3]=1[C:12]1[CH:17]=[CH:16][CH:15]=[C:14]([C:18]([CH3:21])([CH3:20])[CH3:19])[CH:13]=1)=[O:23]. The yield is 0.820. (2) The reactants are [N:1]([CH2:4][CH2:5][NH:6]C(=O)CCCCCCCCCCCCC)=[N+:2]=[N-:3].[C:22]([C:26]1[CH:34]=[CH:33][C:29]([C:30](Cl)=[O:31])=[CH:28][CH:27]=1)([CH3:25])([CH3:24])[CH3:23].N(CCN)=[N+]=[N-].C(N(CC)CC)C. The catalyst is ClCCl. The product is [N:1]([CH2:4][CH2:5][NH:6][C:30](=[O:31])[C:29]1[CH:33]=[CH:34][C:26]([C:22]([CH3:25])([CH3:24])[CH3:23])=[CH:27][CH:28]=1)=[N+:2]=[N-:3]. The yield is 0.730.